Task: Predict the product of the given reaction.. Dataset: Forward reaction prediction with 1.9M reactions from USPTO patents (1976-2016) (1) Given the reactants [OH:1][C:2]1[CH:7]=[CH:6][C:5]([C:8]2[C:9]3[NH:13][C:12]([C:14]([C:46]4[CH:51]=[CH:50][C:49]([OH:52])=[CH:48][CH:47]=4)=[C:15]4[N:45]=[C:18]([C:19]([C:38]5[CH:43]=[CH:42][C:41]([OH:44])=[CH:40][CH:39]=5)=[C:20]5[NH:37][C:23](=[C:24]([C:30]6[CH:35]=[CH:34][C:33]([OH:36])=[CH:32][CH:31]=6)[C:25]6[CH:26]=[CH:27][C:28]=2[N:29]=6)[CH:22]=[CH:21]5)[CH:17]=[CH:16]4)=[CH:11][CH:10]=3)=[CH:4][CH:3]=1.C([O-])([O-])=O.[K+].[K+].Br[CH2:60][CH2:61][CH2:62][CH2:63][CH2:64][CH2:65][CH2:66][CH2:67][CH2:68][CH2:69][CH2:70][CH2:71][CH2:72][CH3:73], predict the reaction product. The product is: [OH:52][C:49]1[CH:48]=[CH:47][C:46]([C:14]2[C:12]3[NH:13][C:9]([C:8]([C:5]4[CH:6]=[CH:7][C:2]([O:1][CH2:73][CH2:72][CH2:71][CH2:70][CH2:69][CH2:68][CH2:67][CH2:66][CH2:65][CH2:64][CH2:63][CH2:62][CH2:61][CH3:60])=[CH:3][CH:4]=4)=[C:28]4[N:29]=[C:25]([C:24]([C:30]5[CH:31]=[CH:32][C:33]([OH:36])=[CH:34][CH:35]=5)=[C:23]5[NH:37][C:20](=[C:19]([C:38]6[CH:43]=[CH:42][C:41]([OH:44])=[CH:40][CH:39]=6)[C:18]6[CH:17]=[CH:16][C:15]=2[N:45]=6)[CH:21]=[CH:22]5)[CH:26]=[CH:27]4)=[CH:10][CH:11]=3)=[CH:51][CH:50]=1. (2) Given the reactants [Br:1][C:2]1[CH:7]=[C:6]([C:8]2[C:20]3[C:19]([CH3:21])=[C:18]([CH3:22])[S:17][C:16]=3[C:15]([Br:23])=[C:14]3[C:9]=2[CH:10]=[CH:11][CH:12]=[CH:13]3)[CH:5]=[C:4]([Br:24])[C:3]=1[OH:25].O[C@H:27]([CH2:31][CH2:32][C:33]1[CH:38]=[CH:37][CH:36]=[CH:35][CH:34]=1)[C:28]([O-:30])=[O:29].BrBr, predict the reaction product. The product is: [Br:24][C:4]1[CH:5]=[C:6]([C:8]2[C:20]3[C:19]([CH3:21])=[C:18]([CH3:22])[S:17][C:16]=3[C:15]([Br:23])=[C:14]3[C:9]=2[CH:10]=[CH:11][CH:12]=[CH:13]3)[CH:7]=[C:2]([Br:1])[C:3]=1[O:25][C@@H:27]([CH2:31][CH2:32][C:33]1[CH:38]=[CH:37][CH:36]=[CH:35][CH:34]=1)[C:28]([OH:30])=[O:29]. (3) The product is: [ClH:9].[ClH:9].[CH3:8][C:2]([NH2:1])([CH2:5][CH2:6][CH3:7])[CH2:3][NH2:4]. Given the reactants [NH2:1][C:2]([CH3:8])([CH2:5][CH2:6][CH3:7])[C:3]#[N:4].[ClH:9], predict the reaction product. (4) Given the reactants [Cl:1][C:2]1[CH:11]=[C:10]([Cl:12])[CH:9]=[C:8]2[C:3]=1[CH:4]=[CH:5][CH:6]=[C:7]2[C:13]([OH:15])=O.[C:16](Cl)(=O)[C:17](Cl)=O.C([Mg]Br)C.[Cl-].[NH4+], predict the reaction product. The product is: [Cl:1][C:2]1[CH:11]=[C:10]([Cl:12])[CH:9]=[C:8]2[C:3]=1[CH:4]=[CH:5][CH:6]=[C:7]2[C:13](=[O:15])[CH2:16][CH3:17].